Dataset: Full USPTO retrosynthesis dataset with 1.9M reactions from patents (1976-2016). Task: Predict the reactants needed to synthesize the given product. (1) Given the product [C:1]([O:5][C:6](=[O:25])[NH:7][CH:8]1[CH2:13][CH2:12][CH:11]([NH:14][C:15](=[O:24])[C:16]2[CH:21]=[CH:20][C:19]([O:22][CH2:27][C:28]3[CH:35]=[CH:34][C:31]([C:32]#[N:33])=[CH:30][CH:29]=3)=[CH:18][C:17]=2[O:23][CH2:27][C:28]2[CH:35]=[CH:34][C:31]([C:32]#[N:33])=[CH:30][CH:29]=2)[CH2:10][CH2:9]1)([CH3:4])([CH3:2])[CH3:3], predict the reactants needed to synthesize it. The reactants are: [C:1]([O:5][C:6](=[O:25])[NH:7][CH:8]1[CH2:13][CH2:12][CH:11]([NH:14][C:15](=[O:24])[C:16]2[CH:21]=[CH:20][C:19]([OH:22])=[CH:18][C:17]=2[OH:23])[CH2:10][CH2:9]1)([CH3:4])([CH3:3])[CH3:2].Br[CH2:27][C:28]1[CH:35]=[CH:34][C:31]([C:32]#[N:33])=[CH:30][CH:29]=1. (2) Given the product [CH:11]([C:31]1[C:30]2[O:29][C:28](=[O:37])[C:27]3[CH2:40][N:23]([C:22]([O:21][CH2:18][CH:19]=[CH2:20])=[O:38])[CH2:24][CH2:25][C:26]=3[C:35]=2[CH:34]=[CH:33][C:32]=1[OH:36])=[O:12], predict the reactants needed to synthesize it. The reactants are: C1N2CN3CN(C2)CN1C3.[C:11](O)(C(F)(F)F)=[O:12].[CH2:18]([O:21][C:22](=[O:38])[NH:23][CH2:24][CH2:25][C:26]1[C:35]2[C:30](=[CH:31][C:32]([OH:36])=[CH:33][CH:34]=2)[O:29][C:28](=[O:37])[CH:27]=1)[CH:19]=[CH2:20].[N+3].[C:40](=O)([O-])N.C(=O)([O-])N.C(=O)([O-])N. (3) Given the product [CH3:1][O:2][C:5]1[CH:10]=[C:9]([O:11][CH3:12])[CH:8]=[CH:7][N:6]=1, predict the reactants needed to synthesize it. The reactants are: [CH3:1][O-:2].[Na+].Cl[C:5]1[CH:10]=[C:9]([O:11][CH3:12])[CH:8]=[CH:7][N:6]=1. (4) Given the product [CH:1]1([C:4]2[C:5]([N:26]3[CH2:27][CH2:28][NH:29][CH2:30][CH2:31]3)=[C:6]3[C:12]([C:13]([F:14])([F:16])[F:15])=[N:11][N:10]([CH2:17][C:18]4[CH:19]=[CH:20][C:21]([O:24][CH3:25])=[CH:22][CH:23]=4)[C:7]3=[N:8][CH:9]=2)[CH2:3][CH2:2]1, predict the reactants needed to synthesize it. The reactants are: [CH:1]1([C:4]2[C:5]([N:26]3[CH2:31][CH2:30][N:29](C(OC(C)(C)C)=O)[CH2:28][CH2:27]3)=[C:6]3[C:12]([C:13]([F:16])([F:15])[F:14])=[N:11][N:10]([CH2:17][C:18]4[CH:23]=[CH:22][C:21]([O:24][CH3:25])=[CH:20][CH:19]=4)[C:7]3=[N:8][CH:9]=2)[CH2:3][CH2:2]1.C(O)(C(F)(F)F)=O. (5) Given the product [Cl:1][C:2]1[CH:3]=[C:4]2[C:8](=[CH:9][CH:10]=1)[N:7]([C:11]1[CH:16]=[CH:15][CH:14]=[C:13]([C:17]([F:20])([F:19])[F:18])[CH:12]=1)[C:6]([CH:21]([NH:28][C:29]1[CH:30]=[CH:31][C:32]([C:33]([N:39]([CH3:38])[CH2:40][CH2:41][C:42]([O:44][CH2:45][CH3:46])=[O:43])=[O:34])=[CH:36][CH:37]=1)[CH2:22][CH2:23][CH2:24][CH2:25][CH2:26][CH3:27])=[CH:5]2, predict the reactants needed to synthesize it. The reactants are: [Cl:1][C:2]1[CH:3]=[C:4]2[C:8](=[CH:9][CH:10]=1)[N:7]([C:11]1[CH:16]=[CH:15][CH:14]=[C:13]([C:17]([F:20])([F:19])[F:18])[CH:12]=1)[C:6]([CH:21]([NH:28][C:29]1[CH:37]=[CH:36][C:32]([C:33](O)=[O:34])=[CH:31][CH:30]=1)[CH2:22][CH2:23][CH2:24][CH2:25][CH2:26][CH3:27])=[CH:5]2.[CH3:38][NH:39][CH2:40][CH2:41][C:42]([O:44][CH2:45][CH3:46])=[O:43].O.ON1C2C=CC=CC=2N=N1.Cl.C(N=C=NCCCN(C)C)C.Cl.